This data is from Forward reaction prediction with 1.9M reactions from USPTO patents (1976-2016). The task is: Predict the product of the given reaction. (1) Given the reactants [S:1]1[C:5]2[CH2:6][N:7]([C:11]([O:13][CH2:14][CH3:15])=[O:12])[CH2:8][CH2:9][CH2:10][C:4]=2[CH:3]=[CH:2]1.C1C(=O)N([Br:23])C(=O)C1, predict the reaction product. The product is: [Br:23][C:2]1[S:1][C:5]2[CH2:6][N:7]([C:11]([O:13][CH2:14][CH3:15])=[O:12])[CH2:8][CH2:9][CH2:10][C:4]=2[CH:3]=1. (2) Given the reactants [H-].[Al+3].[Li+].[H-].[H-].[H-].[CH2:7]([C@@H:11]1[NH:16][C:15](=O)[CH2:14][O:13][CH2:12]1)[CH:8]([CH3:10])[CH3:9], predict the reaction product. The product is: [CH2:7]([C@H:11]1[CH2:12][O:13][CH2:14][CH2:15][NH:16]1)[CH:8]([CH3:10])[CH3:9]. (3) Given the reactants CCO.[N+:4]([C:7]1[CH:15]=[CH:14][C:10]([C:11]([OH:13])=[O:12])=[CH:9][C:8]=1[C:16]([OH:18])=[O:17])([O-])=O, predict the reaction product. The product is: [NH2:4][C:7]1[CH:15]=[CH:14][C:10]([C:11]([OH:13])=[O:12])=[CH:9][C:8]=1[C:16]([OH:18])=[O:17]. (4) Given the reactants [Cl:1][C:2]1[CH:3]=[C:4]([CH:26]=[CH:27][C:28]=1[Cl:29])[CH2:5][N:6]([CH3:25])[CH2:7][CH2:8][CH2:9][NH:10][C:11](=[O:24])[CH2:12][S:13][C:14]1[N:18]([CH3:19])[C:17]2[CH:20]=[CH:21][CH:22]=[CH:23][C:16]=2[N:15]=1.ClCCl.C(=O)([O-])[O-:34].[K+].[K+], predict the reaction product. The product is: [Cl:1][C:2]1[CH:3]=[C:4]([CH:26]=[CH:27][C:28]=1[Cl:29])[CH2:5][N+:6]([CH2:7][CH2:8][CH2:9][NH:10][C:11](=[O:24])[CH2:12][S:13][C:14]1[N:18]([CH3:19])[C:17]2[CH:20]=[CH:21][CH:22]=[CH:23][C:16]=2[N:15]=1)([CH3:25])[O-:34]. (5) Given the reactants [C:1]([CH:3]=[C:4]1[CH2:7][N:6]([C:8](OC(C)(C)C)=O)[CH2:5]1)#[N:2].Cl.O1CCOCC1.[F:22][CH:23]1C(=O)[CH2:27][CH2:26][N:25]([C:30]([O:32][C:33]([CH3:36])([CH3:35])[CH3:34])=[O:31])[CH2:24]1.C(N(CC)CC)C.C(O[BH-](OC(=O)C)OC(=O)C)(=O)C.[Na+], predict the reaction product. The product is: [C:1]([CH:3]=[C:4]1[CH2:5][N:6]([C@H:8]2[CH2:27][CH2:26][N:25]([C:30]([O:32][C:33]([CH3:36])([CH3:35])[CH3:34])=[O:31])[CH2:24][C@H:23]2[F:22])[CH2:7]1)#[N:2].